This data is from Full USPTO retrosynthesis dataset with 1.9M reactions from patents (1976-2016). The task is: Predict the reactants needed to synthesize the given product. (1) The reactants are: [F:1][C:2]1[CH:10]=[CH:9][C:5]([CH:6]=[N:7][OH:8])=[CH:4][CH:3]=1.N1C=CC=CC=1.C1C(=O)N([Cl:24])C(=O)C1. Given the product [F:1][C:2]1[CH:10]=[CH:9][C:5]([C:6](=[N:7][OH:8])[Cl:24])=[CH:4][CH:3]=1, predict the reactants needed to synthesize it. (2) Given the product [C:9]1([C:8]2[CH:7]=[CH:13][CH:12]=[CH:11][CH:10]=2)[C:5]([OH:6])=[CH:4][CH:3]=[CH:2][CH:1]=1, predict the reactants needed to synthesize it. The reactants are: [CH:1]1[C:9]2[C:8]3[CH:10]=[CH:11][CH:12]=[CH:13][C:7]=3[O:6][C:5]=2[CH:4]=[CH:3][CH:2]=1.CC([O-])(C)C.[K+].[SiH](CC)(CC)CC.